This data is from Forward reaction prediction with 1.9M reactions from USPTO patents (1976-2016). The task is: Predict the product of the given reaction. Given the reactants Cl[CH2:2][CH2:3][CH2:4][S:5]([NH:8][CH2:9][C:10]1[CH:15]=[CH:14][N:13]=[C:12]([Cl:16])[N:11]=1)(=[O:7])=[O:6].[H-].[Na+], predict the reaction product. The product is: [Cl:16][C:12]1[N:11]=[C:10]([CH2:9][N:8]2[CH2:2][CH2:3][CH2:4][S:5]2(=[O:7])=[O:6])[CH:15]=[CH:14][N:13]=1.